From a dataset of Forward reaction prediction with 1.9M reactions from USPTO patents (1976-2016). Predict the product of the given reaction. (1) The product is: [CH2:1]([O:3][C:4]([CH:6]1[CH2:10][CH2:9][NH:8][CH2:7]1)=[O:5])[CH3:2]. Given the reactants [CH2:1]([O:3][C:4]([CH:6]1[CH2:10][CH2:9][N:8](CC2C=CC=CC=2)[CH2:7]1)=[O:5])[CH3:2], predict the reaction product. (2) The product is: [CH2:10]([N:9]([CH2:16][CH2:17][CH2:18][CH2:19][CH2:20][CH3:21])[C:3]1[CH:4]=[CH:5][C:6]([NH:8][C:26](=[O:27])[CH2:25][C:22](=[O:24])[CH3:23])=[CH:7][C:2]=1[F:1])[CH2:11][CH2:12][CH2:13][CH2:14][CH3:15]. Given the reactants [F:1][C:2]1[CH:7]=[C:6]([NH2:8])[CH:5]=[CH:4][C:3]=1[N:9]([CH2:16][CH2:17][CH2:18][CH2:19][CH2:20][CH3:21])[CH2:10][CH2:11][CH2:12][CH2:13][CH2:14][CH3:15].[C:22]([CH:25]=[C:26]=[O:27])(=[O:24])[CH3:23], predict the reaction product. (3) Given the reactants C[N:2]([C:6]1[CH:7]=[C:8]2[CH:14]=[CH:13][N:12]([Si](C(C)C)(C(C)C)C(C)C)[C:9]2=[N:10][CH:11]=1)[C:3](=O)[CH3:4].Cl.[OH-].[Na+], predict the reaction product. The product is: [CH2:3]([NH:2][C:6]1[CH:7]=[C:8]2[CH:14]=[CH:13][NH:12][C:9]2=[N:10][CH:11]=1)[CH3:4]. (4) Given the reactants [C:1]([C:5]1[CH:10]=[CH:9][C:8]([S:11]([N:14]([CH2:24][C:25](O)=[O:26])[C:15]2[CH:20]=[CH:19][CH:18]=[C:17]([N:21]([CH3:23])[CH3:22])[CH:16]=2)(=[O:13])=[O:12])=[CH:7][CH:6]=1)([CH3:4])([CH3:3])[CH3:2].[N:28]1[C:37]2[C:32](=[CH:33][CH:34]=[CH:35][CH:36]=2)[CH:31]=[CH:30][C:29]=1[CH2:38][NH:39][CH2:40][CH2:41][OH:42], predict the reaction product. The product is: [C:1]([C:5]1[CH:10]=[CH:9][C:8]([S:11]([N:14]([C:15]2[CH:20]=[CH:19][CH:18]=[C:17]([N:21]([CH3:22])[CH3:23])[CH:16]=2)[CH2:24][C:25]([N:39]([CH2:40][CH2:41][OH:42])[CH2:38][C:29]2[CH:30]=[CH:31][C:32]3[C:37](=[CH:36][CH:35]=[CH:34][CH:33]=3)[N:28]=2)=[O:26])(=[O:13])=[O:12])=[CH:7][CH:6]=1)([CH3:2])([CH3:4])[CH3:3]. (5) Given the reactants [CH3:1][O:2][C:3]1[CH:8]=[C:7](B2OC(C)(C)C(C)(C)O2)[CH:6]=[CH:5][C:4]=1[NH:18][C:19](=[O:28])[O:20][CH2:21][C:22]1[CH:27]=[CH:26][CH:25]=[CH:24][CH:23]=1.I[C:30]1[C:38]2[C:33](=[N:34][CH:35]=[N:36][C:37]=2[NH2:39])[N:32]([C@H:40]2[CH2:45][CH2:44][C@@H:43]([N:46]3[CH2:51][CH2:50][N:49]([CH3:52])[CH2:48][CH2:47]3)[CH2:42][CH2:41]2)[N:31]=1.C(=O)([O-])[O-].[Na+].[Na+], predict the reaction product. The product is: [NH2:39][C:37]1[N:36]=[CH:35][N:34]=[C:33]2[N:32]([C@H:40]3[CH2:45][CH2:44][C@@H:43]([N:46]4[CH2:47][CH2:48][N:49]([CH3:52])[CH2:50][CH2:51]4)[CH2:42][CH2:41]3)[N:31]=[C:30]([C:7]3[CH:6]=[CH:5][C:4]([NH:18][C:19](=[O:28])[O:20][CH2:21][C:22]4[CH:23]=[CH:24][CH:25]=[CH:26][CH:27]=4)=[C:3]([O:2][CH3:1])[CH:8]=3)[C:38]=12.